Predict the reactants needed to synthesize the given product. From a dataset of Retrosynthesis with 50K atom-mapped reactions and 10 reaction types from USPTO. (1) Given the product Cc1ccc2n1CCNC2C, predict the reactants needed to synthesize it. The reactants are: CC1=NCCn2c(C)ccc21. (2) The reactants are: COc1ccc(S(=O)(=O)N(C)C)cc1. Given the product CN(C)S(=O)(=O)c1ccc(O)cc1, predict the reactants needed to synthesize it. (3) Given the product Cc1nc(C(=O)N2CCN(c3ccc4c(c3)CCN(C3CCC3)CC4)CC2)c(-c2ccccc2)s1, predict the reactants needed to synthesize it. The reactants are: Cc1nc(C(=O)O)c(-c2ccccc2)s1.c1cc2c(cc1N1CCNCC1)CCN(C1CCC1)CC2. (4) Given the product CCCCN(C)C(=O)c1cccc(C(=O)O)c1, predict the reactants needed to synthesize it. The reactants are: CCCCN(C)C(=O)c1cccc(C(=O)OC)c1. (5) Given the product CC(C)(C)OC(=O)N1CCC(Nc2cc(Cl)ccc2N)CC1, predict the reactants needed to synthesize it. The reactants are: CC(C)(C)OC(=O)N1CCC(Nc2cc(Cl)ccc2[N+](=O)[O-])CC1. (6) The reactants are: C1COCCN1.Cc1cc(C(=O)O)ncc1C(c1cc(F)ccc1F)S(=O)(=O)c1ccc(F)cc1. Given the product Cc1cc(C(=O)N2CCOCC2)ncc1C(c1cc(F)ccc1F)S(=O)(=O)c1ccc(F)cc1, predict the reactants needed to synthesize it. (7) Given the product Cc1cc(Nc2nccc(C(F)(F)F)n2)cc(-c2cnc(CO)s2)c1, predict the reactants needed to synthesize it. The reactants are: Cc1cc(Nc2nccc(C(F)(F)F)n2)cc(-c2cnc(C=O)s2)c1. (8) Given the product O=Cc1ccc2c(c1)OCC(=O)N2, predict the reactants needed to synthesize it. The reactants are: O=C1COc2cc(CO)ccc2N1. (9) Given the product NC1(c2ccc(-c3oc4ncc(-c5ccccn5)nc4c3-c3ccccc3)cc2)CCC1, predict the reactants needed to synthesize it. The reactants are: CC(C)(C)OC(=O)NC1(c2ccc(-c3oc4ncc(-c5ccccn5)nc4c3-c3ccccc3)cc2)CCC1.